From a dataset of Reaction yield outcomes from USPTO patents with 853,638 reactions. Predict the reaction yield, written as a fraction of the theoretical maximum amount of product (1.0 means a 100% yield; for example, 0.34 means a 34% yield). (1) The reactants are [N:1]12[CH2:8][CH2:7][CH:4]([CH2:5][CH2:6]1)[CH:3]([NH:9][C:10]([C:12]1[CH:13]=[CH:14][CH:15]=[C:16]3[O:20][C:19]([C:21]4[CH:26]=[CH:25][C:24]([N+:27]([O-])=O)=[CH:23][CH:22]=4)=[N:18][C:17]=13)=[O:11])[CH2:2]2.[Sn](Cl)Cl. The catalyst is C(O)C. The product is [N:1]12[CH2:6][CH2:5][CH:4]([CH2:7][CH2:8]1)[CH:3]([NH:9][C:10]([C:12]1[CH:13]=[CH:14][CH:15]=[C:16]3[O:20][C:19]([C:21]4[CH:22]=[CH:23][C:24]([NH2:27])=[CH:25][CH:26]=4)=[N:18][C:17]=13)=[O:11])[CH2:2]2. The yield is 0.0200. (2) The reactants are [Cl-].O[NH3+:3].[C:4](=[O:7])([O-])[OH:5].[Na+].CS(C)=O.[CH3:13][C:14]1[N:45]=[C:17]2[N:18]([CH:41]([CH3:44])[CH2:42][CH3:43])[C:19](=[O:40])[C:20]([CH2:25][C:26]3[CH:31]=[CH:30][C:29]([C:32]4[C:33]([C:38]#[N:39])=[CH:34][CH:35]=[CH:36][CH:37]=4)=[CH:28][CH:27]=3)=[C:21]([CH2:22][CH2:23][CH3:24])[N:16]2[N:15]=1. The catalyst is C(OCC)(=O)C. The product is [CH3:13][C:14]1[N:45]=[C:17]2[N:18]([CH:41]([CH3:44])[CH2:42][CH3:43])[C:19](=[O:40])[C:20]([CH2:25][C:26]3[CH:31]=[CH:30][C:29]([C:32]4[CH:37]=[CH:36][CH:35]=[CH:34][C:33]=4[C:38]4[NH:3][C:4](=[O:7])[O:5][N:39]=4)=[CH:28][CH:27]=3)=[C:21]([CH2:22][CH2:23][CH3:24])[N:16]2[N:15]=1. The yield is 0.160.